Dataset: Forward reaction prediction with 1.9M reactions from USPTO patents (1976-2016). Task: Predict the product of the given reaction. (1) Given the reactants [C:1]([C:4]1[CH:9]=[C:8]([Br:10])[CH:7]=[CH:6][C:5]=1[NH:11][C:12](=O)[CH3:13])(=O)[CH3:2].C([O-])(=O)C.[NH4+:19], predict the reaction product. The product is: [Br:10][C:8]1[CH:9]=[C:4]2[C:5](=[CH:6][CH:7]=1)[N:11]=[C:12]([CH3:13])[N:19]=[C:1]2[CH3:2]. (2) Given the reactants Br[C:2]1[N:27]=[C:5]2[CH:6]=[C:7]([NH:10][C:11]([C:13]3[N:17]([CH3:18])[N:16]=[CH:15][C:14]=3[C:19]([N:21]3[CH2:26][CH2:25][O:24][CH2:23][CH2:22]3)=[O:20])=[O:12])[CH:8]=[CH:9][N:4]2[N:3]=1.[NH:28]1[CH2:32][CH2:31][CH2:30][C:29]1=[O:33].C(=O)([O-])[O-].[Cs+].[Cs+], predict the reaction product. The product is: [O:33]=[C:29]1[CH2:30][CH2:31][CH2:32][N:28]1[C:2]1[N:27]=[C:5]2[CH:6]=[C:7]([NH:10][C:11]([C:13]3[N:17]([CH3:18])[N:16]=[CH:15][C:14]=3[C:19]([N:21]3[CH2:26][CH2:25][O:24][CH2:23][CH2:22]3)=[O:20])=[O:12])[CH:8]=[CH:9][N:4]2[N:3]=1. (3) Given the reactants Br[C:2]1[CH:7]=[CH:6][C:5]([Br:8])=[CH:4][CH:3]=1.[NH:9]1[CH2:14][CH2:13][O:12][CH2:11][C:10]1=[O:15].P([O-])([O-])([O-])=O.[K+].[K+].[K+].CNCCNC, predict the reaction product. The product is: [Br:8][C:5]1[CH:6]=[CH:7][C:2]([N:9]2[CH2:14][CH2:13][O:12][CH2:11][C:10]2=[O:15])=[CH:3][CH:4]=1.